From a dataset of Catalyst prediction with 721,799 reactions and 888 catalyst types from USPTO. Predict which catalyst facilitates the given reaction. Reactant: [CH:1]([N:4]([CH:30]([CH3:32])[CH3:31])[C:5](=O)[CH2:6][CH:7]([C:14]1[CH:19]=[C:18]([Br:20])[CH:17]=[CH:16][C:15]=1[O:21][CH2:22][C:23]1[CH:28]=[CH:27][CH:26]=[CH:25][CH:24]=1)[C:8]1[CH:13]=[CH:12][CH:11]=[CH:10][CH:9]=1)([CH3:3])[CH3:2].[H-].[Al+3].[Li+].[H-].[H-].[H-].O1CCCC1. Product: [CH2:22]([O:21][C:15]1[CH:16]=[CH:17][C:18]([Br:20])=[CH:19][C:14]=1[CH:7]([C:8]1[CH:9]=[CH:10][CH:11]=[CH:12][CH:13]=1)[CH2:6][CH2:5][N:4]([CH:1]([CH3:2])[CH3:3])[CH:30]([CH3:32])[CH3:31])[C:23]1[CH:24]=[CH:25][CH:26]=[CH:27][CH:28]=1. The catalyst class is: 7.